This data is from Forward reaction prediction with 1.9M reactions from USPTO patents (1976-2016). The task is: Predict the product of the given reaction. (1) Given the reactants [NH:1]1[C:9]2[C:4](=[CH:5][CH:6]=[CH:7][C:8]=2[C:10]([O:12][CH3:13])=[O:11])[CH:3]=[CH:2]1.[Br:14]N1C(=O)CCC1=O, predict the reaction product. The product is: [Br:14][C:3]1[C:4]2[C:9](=[C:8]([C:10]([O:12][CH3:13])=[O:11])[CH:7]=[CH:6][CH:5]=2)[NH:1][CH:2]=1. (2) Given the reactants [F:1][C:2]1[CH:3]=[C:4]([CH:15]=[CH:16][C:17]=1[F:18])[O:5][CH:6]1[CH2:11][CH2:10][N:9]([CH2:12][CH2:13][NH2:14])[CH2:8][CH2:7]1.[N:19]1[CH:24]=[CH:23][CH:22]=[CH:21][C:20]=1[C:25]1[S:29][C:28]([S:30](Cl)(=[O:32])=[O:31])=[CH:27][CH:26]=1, predict the reaction product. The product is: [F:1][C:2]1[CH:3]=[C:4]([CH:15]=[CH:16][C:17]=1[F:18])[O:5][CH:6]1[CH2:7][CH2:8][N:9]([CH2:12][CH2:13][NH:14][S:30]([C:28]2[S:29][C:25]([C:20]3[CH:21]=[CH:22][CH:23]=[CH:24][N:19]=3)=[CH:26][CH:27]=2)(=[O:31])=[O:32])[CH2:10][CH2:11]1. (3) Given the reactants [NH2:1][C:2]1[CH:23]=[C:22]2[C:5]([CH2:6][C:7]([CH3:25])([CH3:24])[CH2:8][C:9]32[CH2:13][O:12][C:11]([NH:14][C:15](=[O:21])[O:16][C:17]([CH3:20])([CH3:19])[CH3:18])=[N:10]3)=[CH:4][CH:3]=1.[Br:26][C:27]1[CH:28]=[CH:29][C:30]([C:33](O)=[O:34])=[N:31][CH:32]=1.O.[Cl-].COC1N=C(OC)N=C([N+]2(C)CCOCC2)N=1, predict the reaction product. The product is: [Br:26][C:27]1[CH:28]=[CH:29][C:30]([C:33]([NH:1][C:2]2[CH:23]=[C:22]3[C:5]([CH2:6][C:7]([CH3:25])([CH3:24])[CH2:8][C:9]43[CH2:13][O:12][C:11]([NH:14][C:15](=[O:21])[O:16][C:17]([CH3:20])([CH3:18])[CH3:19])=[N:10]4)=[CH:4][CH:3]=2)=[O:34])=[N:31][CH:32]=1. (4) Given the reactants [N:1]([CH2:4][C:5](=[O:18])[C:6]([C:9]1[CH:14]=[CH:13][C:12]([F:15])=[C:11]([O:16][CH3:17])[CH:10]=1)([CH3:8])[CH3:7])=[N+]=[N-].[ClH:19], predict the reaction product. The product is: [ClH:19].[NH2:1][CH2:4][C:5](=[O:18])[C:6]([C:9]1[CH:14]=[CH:13][C:12]([F:15])=[C:11]([O:16][CH3:17])[CH:10]=1)([CH3:8])[CH3:7].